From a dataset of Forward reaction prediction with 1.9M reactions from USPTO patents (1976-2016). Predict the product of the given reaction. (1) Given the reactants [N:1]1[CH:6]=[CH:5][CH:4]=[CH:3][C:2]=1[C:7](=[N:9][NH2:10])[NH2:8].[O:11]1[C:15](=O)[CH2:14][CH2:13][C:12]1=[O:17], predict the reaction product. The product is: [N:1]1[CH:6]=[CH:5][CH:4]=[CH:3][C:2]=1[C:7]1[N:8]=[C:15]([CH2:14][CH2:13][C:12]([OH:17])=[O:11])[NH:10][N:9]=1. (2) Given the reactants [Cl:1][C:2]1[N:10]=[CH:9][CH:8]=[C:7]([Cl:11])[C:3]=1[C:4](Cl)=[O:5].[Cl:12][C:13]1[C:14]([CH:23]([CH3:25])[NH2:24])=[N:15][CH:16]=[C:17]([C:19]([F:22])([F:21])[F:20])[CH:18]=1.C(N(CC)CC)C, predict the reaction product. The product is: [Cl:1][C:2]1[C:3]([C:4]([NH:24][CH:23]([C:14]2[C:13]([Cl:12])=[CH:18][C:17]([C:19]([F:22])([F:21])[F:20])=[CH:16][N:15]=2)[CH3:25])=[O:5])=[C:7]([Cl:11])[CH:8]=[CH:9][N:10]=1. (3) The product is: [C:1]([C:5]1[CH:22]=[C:21]([F:23])[CH:20]=[CH:19][C:6]=1[O:7][CH:8]1[CH2:9][CH2:10][N:11]([C:14](=[O:18])[CH2:15][C:16]2[NH:28][N:27]=[N:26][N:17]=2)[CH2:12][CH2:13]1)([CH3:4])([CH3:2])[CH3:3]. Given the reactants [C:1]([C:5]1[CH:22]=[C:21]([F:23])[CH:20]=[CH:19][C:6]=1[O:7][CH:8]1[CH2:13][CH2:12][N:11]([C:14](=[O:18])[CH2:15][C:16]#[N:17])[CH2:10][CH2:9]1)([CH3:4])([CH3:3])[CH3:2].[Cl-].[NH4+].[N-:26]=[N+:27]=[N-:28].[Na+], predict the reaction product. (4) Given the reactants O.N1(O)C2C=CC=CC=2N=N1.Cl.[CH3:13][NH:14][CH2:15][CH2:16][NH:17][C:18](=[O:45])[C:19]1[CH:24]=[CH:23][C:22](/[CH:25]=[CH:26]/[CH:27]([C:32]2[CH:37]=[C:36]([Cl:38])[C:35]([Cl:39])=[C:34]([Cl:40])[CH:33]=2)[C:28]([F:31])([F:30])[F:29])=[CH:21][C:20]=1[C:41]([F:44])([F:43])[F:42].[F:46][C:47]([F:53])([F:52])[CH2:48][C:49](O)=[O:50].C(N(C(C)C)C(C)C)C, predict the reaction product. The product is: [F:31][C:28]([F:29])([F:30])[CH:27]([C:32]1[CH:33]=[C:34]([Cl:40])[C:35]([Cl:39])=[C:36]([Cl:38])[CH:37]=1)/[CH:26]=[CH:25]/[C:22]1[CH:23]=[CH:24][C:19]([C:18]([NH:17][CH2:16][CH2:15][N:14]([CH3:13])[C:49](=[O:50])[CH2:48][C:47]([F:53])([F:52])[F:46])=[O:45])=[C:20]([C:41]([F:44])([F:43])[F:42])[CH:21]=1. (5) Given the reactants [CH3:1]C(C)C(=O)C(P(=O)([O-])[O-])=[N+]=[N-].[CH:13]([CH2:15][CH2:16][C:17]1[O:18][C:19]2[CH:25]=[CH:24][C:23]([C:26]([O:28][CH3:29])=[O:27])=[CH:22][C:20]=2[CH:21]=1)=O.C([O-])([O-])=O.[K+].[K+], predict the reaction product. The product is: [CH2:16]([C:17]1[O:18][C:19]2[CH:25]=[CH:24][C:23]([C:26]([O:28][CH3:29])=[O:27])=[CH:22][C:20]=2[CH:21]=1)[CH2:15][C:13]#[CH:1]. (6) Given the reactants C(=O)([O-])[O-].[K+].[K+].F[C:8]1[CH:15]=[C:14]([C:16]([F:19])([F:18])[F:17])[CH:13]=[CH:12][C:9]=1[C:10]#[N:11].[O:20]=[S:21]1(=[O:40])[CH2:26][CH2:25][N:24]2[CH:27]3[CH2:32][CH2:31][C:30]([C:33]4[CH:38]=[CH:37][C:36]([OH:39])=[CH:35][CH:34]=4)([C:23]2=[N:22]1)[CH2:29][CH2:28]3.CS(C)=O, predict the reaction product. The product is: [O:40]=[S:21]1(=[O:20])[CH2:26][CH2:25][N:24]2[CH:27]3[CH2:32][CH2:31][C:30]([C:33]4[CH:38]=[CH:37][C:36]([O:39][C:8]5[CH:15]=[C:14]([C:16]([F:19])([F:18])[F:17])[CH:13]=[CH:12][C:9]=5[C:10]#[N:11])=[CH:35][CH:34]=4)([C:23]2=[N:22]1)[CH2:29][CH2:28]3. (7) Given the reactants [CH2:1]([O:8][C:9]1[CH:14]=[CH:13][C:12]([Br:15])=[CH:11][C:10]=1[CH:16]([CH3:22])[CH2:17][C:18]([O:20][CH3:21])=[O:19])[C:2]1[CH:7]=[CH:6][CH:5]=[CH:4][CH:3]=1.C(=O)=O, predict the reaction product. The product is: [CH2:1]([O:8][C:9]1[CH:14]=[CH:13][C:12]([Br:15])=[CH:11][C:10]=1[C@@H:16]([CH3:22])[CH2:17][C:18]([O:20][CH3:21])=[O:19])[C:2]1[CH:3]=[CH:4][CH:5]=[CH:6][CH:7]=1.